This data is from Full USPTO retrosynthesis dataset with 1.9M reactions from patents (1976-2016). The task is: Predict the reactants needed to synthesize the given product. (1) Given the product [C:1]1([C@H:13]2[C@H:17]([C:18]3[C:26]4[C:21](=[CH:22][CH:23]=[CH:24][CH:25]=4)[NH:20][CH:19]=3)[C:16](=[O:27])[NH:15][C:14]2=[O:28])[C:11]2=[C:12]3[C:7](=[CH:8][CH:9]=[CH:10]2)[CH2:6][CH2:5][CH2:4][N:3]3[CH:2]=1, predict the reactants needed to synthesize it. The reactants are: [C:1]1([C:13]2[C:14](=[O:28])[NH:15][C:16](=[O:27])[C:17]=2[C:18]2[C:26]3[C:21](=[CH:22][CH:23]=[CH:24][CH:25]=3)[NH:20][CH:19]=2)[C:11]2=[C:12]3[C:7](=[CH:8][CH:9]=[CH:10]2)[CH2:6][CH2:5][CH2:4][N:3]3[CH:2]=1.CC(C)([O-])C.[K+]. (2) Given the product [OH:24][CH:17]([CH2:18][CH:3]([CH3:5])[CH3:2])[C:20]([OH:22])=[O:21].[C:11]([OH:12])(=[O:21])[CH:9]([CH3:7])[OH:10], predict the reactants needed to synthesize it. The reactants are: O=[CH:2][C@@H:3]([C@H:5]([C@@H:7]([C@@H:9]([CH2:11][OH:12])[OH:10])O)O)O.[Na+].[Cl-].Cl.N[C@H:17]([C:20]([OH:22])=[O:21])[CH2:18]S.C(=O)([O-])[O-:24].[Ca+2]. (3) Given the product [CH3:1][N:2]([S:17]([C:20]1[S:21][CH:22]=[CH:23][CH:24]=1)(=[O:19])=[O:18])[C:3]1[CH:4]=[CH:5][CH:6]=[C:7]2[C:11]=1[NH:10][C:9]([C:12]([OH:14])=[O:13])=[CH:8]2, predict the reactants needed to synthesize it. The reactants are: [CH3:1][N:2]([S:17]([C:20]1[S:21][CH:22]=[CH:23][CH:24]=1)(=[O:19])=[O:18])[C:3]1[CH:4]=[CH:5][CH:6]=[C:7]2[C:11]=1[NH:10][C:9]([C:12]([O:14]CC)=[O:13])=[CH:8]2.[OH-].[Na+].O1CCCC1. (4) The reactants are: Cl.[C:2]([C:4]1[C:5]([F:21])=[CH:6][C:7]([O:19][CH3:20])=[C:8]([CH:18]=1)[C:9]([NH:11][CH:12]1[CH2:17][CH2:16][NH:15][CH2:14][CH2:13]1)=[O:10])#[N:3].[CH3:22][C:23]1[C:31]2[CH2:30][O:29][C:28](=[O:32])[C:27]=2[CH:26]=[CH:25][C:24]=1[CH2:33][CH:34]=O. Given the product [C:2]([C:4]1[C:5]([F:21])=[CH:6][C:7]([O:19][CH3:20])=[C:8]([CH:18]=1)[C:9]([NH:11][CH:12]1[CH2:13][CH2:14][N:15]([CH2:34][CH2:33][C:24]2[C:23]([CH3:22])=[C:31]3[C:27](=[CH:26][CH:25]=2)[C:28](=[O:32])[O:29][CH2:30]3)[CH2:16][CH2:17]1)=[O:10])#[N:3], predict the reactants needed to synthesize it. (5) Given the product [N:21]1[C:29]([NH:30][C:12]([CH:9]2[CH2:8][CH2:7][N:6]([C:2]3[S:1][CH:5]=[CH:4][CH:3]=3)[CH2:11][CH2:10]2)=[O:14])=[C:28]2[C:24]([N:25]=[CH:26][NH:27]2)=[N:23][CH:22]=1, predict the reactants needed to synthesize it. The reactants are: [S:1]1[CH:5]=[CH:4][CH:3]=[C:2]1[N:6]1[CH2:11][CH2:10][CH:9]([C:12]([OH:14])=O)[CH2:8][CH2:7]1.BrC1SC=CC=1.[N:21]1[C:29]([NH2:30])=[C:28]2[C:24]([N:25]=[CH:26][NH:27]2)=[N:23][CH:22]=1. (6) Given the product [CH2:28]([O:35][C:26](=[O:27])[NH:25][S:22]([C:3]1[CH:4]=[C:5]([N:9]2[C:14](=[O:15])[CH:13]=[C:12]([C:16]([F:19])([F:18])[F:17])[N:11]([CH3:20])[C:10]2=[O:21])[C:6]([F:8])=[CH:7][C:2]=1[Cl:1])(=[O:24])=[O:23])[C:29]1[CH:34]=[CH:33][CH:32]=[CH:31][CH:30]=1, predict the reactants needed to synthesize it. The reactants are: [Cl:1][C:2]1[CH:7]=[C:6]([F:8])[C:5]([N:9]2[C:14](=[O:15])[CH:13]=[C:12]([C:16]([F:19])([F:18])[F:17])[N:11]([CH3:20])[C:10]2=[O:21])=[CH:4][C:3]=1[S:22]([N:25]=[C:26]=[O:27])(=[O:24])=[O:23].[CH2:28]([OH:35])[C:29]1[CH:34]=[CH:33][CH:32]=[CH:31][CH:30]=1.